Dataset: TCR-epitope binding with 47,182 pairs between 192 epitopes and 23,139 TCRs. Task: Binary Classification. Given a T-cell receptor sequence (or CDR3 region) and an epitope sequence, predict whether binding occurs between them. The epitope is SEVGPEHSLAEY. The TCR CDR3 sequence is CASGQGGSNQPQHF. Result: 0 (the TCR does not bind to the epitope).